Dataset: Full USPTO retrosynthesis dataset with 1.9M reactions from patents (1976-2016). Task: Predict the reactants needed to synthesize the given product. (1) Given the product [N:22]1([C:7]2[C:8]3[N:13]=[N:12][N:11]([CH2:14][C:15]4[CH:20]=[CH:19][CH:18]=[CH:17][C:16]=4[Cl:21])[C:9]=3[N:10]=[C:5]([C:1]([CH3:4])([CH3:2])[CH3:3])[N:6]=2)[CH2:27][CH2:23]1, predict the reactants needed to synthesize it. The reactants are: [C:1]([C:5]1[N:6]=[C:7]([N:22]2[CH2:27]COC[CH2:23]2)[C:8]2[N:13]=[N:12][N:11]([CH2:14][C:15]3[CH:20]=[CH:19][CH:18]=[CH:17][C:16]=3[Cl:21])[C:9]=2[N:10]=1)([CH3:4])([CH3:3])[CH3:2].C(C1N=C(Cl)C2N=NN(CC3C=CC=CC=3Cl)C=2N=1)(C)(C)C.N1CC1. (2) The reactants are: C1(C)C=CC(S([Cl:10])(=O)=O)=CC=1.[CH3:12][C:13]1[CH:22]=[CH:21][C:16]([C:17]([O:19][CH3:20])=[O:18])=[CH:15][N+:14]=1[O-]. Given the product [Cl:10][CH2:12][C:13]1[CH:22]=[CH:21][C:16]([C:17]([O:19][CH3:20])=[O:18])=[CH:15][N:14]=1, predict the reactants needed to synthesize it. (3) Given the product [C:14]([C:4]1[CH:3]=[C:2]([B:16]2[O:20][C:19]([CH3:22])([CH3:21])[C:18]([CH3:24])([CH3:23])[O:17]2)[CH:7]=[CH:6][C:5]=1[NH:8][C:9]([CH:11]1[CH2:13][CH2:12]1)=[O:10])#[N:15], predict the reactants needed to synthesize it. The reactants are: Br[C:2]1[CH:7]=[CH:6][C:5]([NH:8][C:9]([CH:11]2[CH2:13][CH2:12]2)=[O:10])=[C:4]([C:14]#[N:15])[CH:3]=1.[B:16]1([B:16]2[O:20][C:19]([CH3:22])([CH3:21])[C:18]([CH3:24])([CH3:23])[O:17]2)[O:20][C:19]([CH3:22])([CH3:21])[C:18]([CH3:24])([CH3:23])[O:17]1.C([O-])(=O)C.[K+]. (4) Given the product [Cl:1][C:2]1[CH:3]=[CH:4][C:5]([S:8]([N:11]([CH2:18][C:19]2[CH:26]=[CH:25][C:22]([C:23]#[N:24])=[CH:21][N:20]=2)[CH:12]([CH2:15][CH3:16])[CH2:13][CH3:14])(=[O:10])=[O:9])=[CH:6][CH:7]=1, predict the reactants needed to synthesize it. The reactants are: [Cl:1][C:2]1[CH:7]=[CH:6][C:5]([S:8]([NH:11][CH:12]([CH2:15][CH3:16])[CH2:13][CH3:14])(=[O:10])=[O:9])=[CH:4][CH:3]=1.Br[CH2:18][C:19]1[CH:26]=[CH:25][C:22]([C:23]#[N:24])=[CH:21][N:20]=1.C([O-])([O-])=O.[K+].[K+]. (5) The reactants are: [CH3:1][O:2][C:3]1[CH:8]=[CH:7][C:6]([NH2:9])=[CH:5][CH:4]=1.Br[CH2:11][C:12]([C:14]1[CH:19]=[CH:18][CH:17]=[CH:16][CH:15]=1)=O. Given the product [CH3:1][O:2][C:3]1[CH:8]=[C:7]2[C:6](=[CH:5][CH:4]=1)[NH:9][C:12]([C:14]1[CH:19]=[CH:18][CH:17]=[CH:16][CH:15]=1)=[CH:11]2, predict the reactants needed to synthesize it.